From a dataset of Full USPTO retrosynthesis dataset with 1.9M reactions from patents (1976-2016). Predict the reactants needed to synthesize the given product. Given the product [F:19][C:16]1[CH:17]=[CH:18][C:13]([C:12]2[N:11]=[C:10]([S:20][CH3:21])[N:9]([CH3:22])[C:8]=2[C:6]2[CH:5]=[CH:4][N:3]=[C:2]([NH:23][CH:24]3[CH2:29][CH2:28][CH2:27][CH2:26][CH:25]3[OH:30])[CH:7]=2)=[CH:14][CH:15]=1, predict the reactants needed to synthesize it. The reactants are: F[C:2]1[CH:7]=[C:6]([C:8]2[N:9]([CH3:22])[C:10]([S:20][CH3:21])=[N:11][C:12]=2[C:13]2[CH:18]=[CH:17][C:16]([F:19])=[CH:15][CH:14]=2)[CH:5]=[CH:4][N:3]=1.[NH2:23][C@@H:24]1[CH2:29][CH2:28][CH2:27][CH2:26][C@H:25]1[OH:30].